From a dataset of Catalyst prediction with 721,799 reactions and 888 catalyst types from USPTO. Predict which catalyst facilitates the given reaction. (1) Reactant: O1[CH2:5][CH2:4][N:3]([CH2:6][CH2:7]O)[CH2:2]1.[CH3:9][N:10]1[C:22]2[CH2:21][CH2:20]C[C:18](=[O:23])[C:17]=2[C:16]2[C:11]1=[CH:12][CH:13]=[CH:14][CH:15]=2.CS(O)(=O)=O.C[C:30]1[NH:31]C=CN=1. Product: [CH3:9][N:10]1[C:22]2[CH2:21][CH2:20][CH:7]([CH2:6][N:3]3[CH:2]=[CH:30][N:31]=[C:4]3[CH3:5])[C:18](=[O:23])[C:17]=2[C:16]2[C:11]1=[CH:12][CH:13]=[CH:14][CH:15]=2. The catalyst class is: 51. (2) Reactant: [CH3:1][C:2]1[CH:6]=[C:5]([CH3:7])[N:4]([CH2:8][OH:9])[N:3]=1.[H-].[Na+].[C:12]([C:16]1[CH:25]=[CH:24][C:19]([CH2:20][N:21]=[C:22]=[S:23])=[CH:18][CH:17]=1)([CH3:15])([CH3:14])[CH3:13]. Product: [CH3:1][C:2]1[CH:6]=[C:5]([CH3:7])[N:4]([CH2:8][O:9][C:22](=[S:23])[NH:21][CH2:20][C:19]2[CH:24]=[CH:25][C:16]([C:12]([CH3:14])([CH3:13])[CH3:15])=[CH:17][CH:18]=2)[N:3]=1. The catalyst class is: 7. (3) Reactant: [F:1][C:2]1[C:7]([F:8])=[CH:6][CH:5]=[CH:4][C:3]=1[C@@H:9]1[CH2:22][CH2:21][C@@H:20]([OH:23])[C:12]2=[N:13][CH:14]=[C:15]([N+:17]([O-])=O)[CH:16]=[C:11]2[CH2:10]1. Product: [NH2:17][C:15]1[CH:16]=[C:11]2[CH2:10][C@H:9]([C:3]3[CH:4]=[CH:5][CH:6]=[C:7]([F:8])[C:2]=3[F:1])[CH2:22][CH2:21][C@@H:20]([OH:23])[C:12]2=[N:13][CH:14]=1. The catalyst class is: 19. (4) Reactant: [O:1]([CH:8]([OH:10])[CH3:9])[C:2]1[CH:7]=[CH:6][CH:5]=[CH:4][CH:3]=1.[OH:11][PH:12]([OH:14])=[O:13].O. Product: [P:12]([O:10][CH:8]([O:1][C:2]1[CH:7]=[CH:6][CH:5]=[CH:4][CH:3]=1)[CH3:9])([OH:14])([OH:13])=[O:11]. The catalyst class is: 113. (5) Reactant: [CH3:1][N:2]1[CH:6]=[CH:5][CH:4]=[C:3]1[C:7]#[N:8].C(OB(OC(C)C)OC(C)C)(C)C.C([N-]C(C)C)(C)C.[Li+].Br[C:31]1[CH:45]=[CH:44][C:34]2[NH:35][C:36](=[O:43])[O:37][C:38]([CH2:41][CH3:42])([CH2:39][CH3:40])[C:33]=2[CH:32]=1.C(=O)([O-])[O-].[K+].[K+].[Cl-].[NH4+]. Product: [CH2:41]([C:38]1([CH2:39][CH3:40])[C:33]2[CH:32]=[C:31]([C:6]3[N:2]([CH3:1])[C:3]([C:7]#[N:8])=[CH:4][CH:5]=3)[CH:45]=[CH:44][C:34]=2[NH:35][C:36](=[O:43])[O:37]1)[CH3:42]. The catalyst class is: 20. (6) Reactant: [NH2:1][CH2:2][CH2:3][O:4][CH2:5][CH2:6][N:7]1[C:19]2[C:18]3[CH2:17][CH2:16][CH2:15][CH2:14][C:13]=3[N:12]=[CH:11][C:10]=2[N:9]=[C:8]1[CH2:20][CH2:21][O:22][CH3:23].CC[N:26](CC)CC.[C:31](Cl)(=[O:38])[C:32]1[CH:37]=[CH:36][CH:35]=[CH:34][CH:33]=1.CCOCC. Product: [NH2:26][C:11]1[C:10]2[N:9]=[C:8]([CH2:20][CH2:21][O:22][CH3:23])[N:7]([CH2:6][CH2:5][O:4][CH2:3][CH2:2][NH:1][C:31](=[O:38])[C:32]3[CH:37]=[CH:36][CH:35]=[CH:34][CH:33]=3)[C:19]=2[C:18]2[CH2:17][CH2:16][CH2:15][CH2:14][C:13]=2[N:12]=1. The catalyst class is: 61. (7) Reactant: [C:1](O)(C(F)(F)F)=O.[Zn](CC)CC.C(I)I.[Br:16][C:17]1[CH:18]=[N:19][N:20]([C:22]([CH3:24])=[CH2:23])[CH:21]=1. Product: [Br:16][C:17]1[CH:18]=[N:19][N:20]([C:22]2([CH3:1])[CH2:24][CH2:23]2)[CH:21]=1. The catalyst class is: 2. (8) Reactant: [Na].[CH2:2]([OH:5])[CH2:3][OH:4].[O:6]1[CH2:11][CH2:10][CH2:9][CH2:8][CH:7]1[O:12][CH2:13][CH2:14][O:15][C:16]1[S:17][CH:18]=[C:19]([C:21]#[N:22])[N:20]=1.C(O)(=O)C. Product: [OH:4][CH2:3][CH2:2][O:5][C:21]([C:19]1[N:20]=[C:16]([O:15][CH2:14][CH2:13][O:12][CH:7]2[CH2:8][CH2:9][CH2:10][CH2:11][O:6]2)[S:17][CH:18]=1)=[NH:22]. The catalyst class is: 54. (9) Reactant: [CH3:1][S:2]([NH:5][C:6]1[CH:11]=[CH:10][C:9]([C:12](=[O:19])[CH2:13][C:14](=[CH2:18])[C:15]([OH:17])=[O:16])=[CH:8][CH:7]=1)(=[O:4])=[O:3].[CH2:20](S)[C:21]1[CH:26]=[CH:25][CH:24]=[CH:23][CH:22]=1.CO.O[O:31][S:32]([O-:34])=O.[K+]. Product: [CH3:1][S:2]([NH:5][C:6]1[CH:7]=[CH:8][C:9]([C:12](=[O:19])[CH2:13][CH:14]([CH2:18][S:32]([CH2:20][C:21]2[CH:26]=[CH:25][CH:24]=[CH:23][CH:22]=2)(=[O:34])=[O:31])[C:15]([OH:17])=[O:16])=[CH:10][CH:11]=1)(=[O:4])=[O:3]. The catalyst class is: 239.